Dataset: Full USPTO retrosynthesis dataset with 1.9M reactions from patents (1976-2016). Task: Predict the reactants needed to synthesize the given product. (1) The reactants are: [O:1]1[C:5]([C:6]2[CH:11]=[CH:10][C:9]([NH:12][C:13]3[N:14]=[C:15]([NH:23][CH2:24][C@H:25]4[CH2:29][CH2:28][CH2:27][O:26]4)[C:16]4[CH2:22][NH:21][CH2:20][CH2:19][C:17]=4[N:18]=3)=[CH:8][CH:7]=2)=[CH:4][N:3]=[CH:2]1.[C:30](O)(=[O:32])[CH3:31].C([BH3-])#N.[Na+]. Given the product [O:1]1[C:5]([C:6]2[CH:7]=[CH:8][C:9]([NH:12][C:13]3[N:14]=[C:15]([NH:23][CH2:24][C@H:25]4[CH2:29][CH2:28][CH2:27][O:26]4)[C:16]4[CH2:22][N:21]([CH2:31][CH2:30][OH:32])[CH2:20][CH2:19][C:17]=4[N:18]=3)=[CH:10][CH:11]=2)=[CH:4][N:3]=[CH:2]1, predict the reactants needed to synthesize it. (2) Given the product [CH3:1][O:2][C:3]1[CH:12]=[CH:11][C:6]2[C:7](=[O:10])[CH2:8][O:9][C:5]=2[C:4]=1/[CH:13]=[CH:14]\[CH2:15][N:16]1[CH2:17][CH2:18][N:19]([C:22]([O:24][C:25]([CH3:28])([CH3:27])[CH3:26])=[O:23])[CH2:20][CH2:21]1, predict the reactants needed to synthesize it. The reactants are: [CH3:1][O:2][C:3]1[CH:12]=[CH:11][C:6]2[C:7](=[O:10])[CH2:8][O:9][C:5]=2[C:4]=1[C:13]#[C:14][CH2:15][N:16]1[CH2:21][CH2:20][N:19]([C:22]([O:24][C:25]([CH3:28])([CH3:27])[CH3:26])=[O:23])[CH2:18][CH2:17]1. (3) Given the product [CH3:1][O:2][C:3](=[O:36])[CH2:4][CH2:5][CH2:6][C@H:7]1[C@H:12]2[C@H:13]3[C@H:22]([CH2:23][CH2:24][C@:10]2([CH3:11])[C:9](=[O:35])[CH2:8]1)[C:21]1[CH:20]=[C:19]([O:25][CH3:26])[C:18]([OH:27])=[CH:17][C:16]=1[CH2:15][CH2:14]3, predict the reactants needed to synthesize it. The reactants are: [CH3:1][O:2][C:3](=[O:36])[CH:4]=[CH:5][CH2:6][C@H:7]1[C@H:12]2[C@H:13]3[C@H:22]([CH2:23][CH2:24][C@:10]2([CH3:11])[C:9](=[O:35])[CH2:8]1)[C:21]1[CH:20]=[C:19]([O:25][CH3:26])[C:18]([O:27]CC2C=CC=CC=2)=[CH:17][C:16]=1[CH2:15][CH2:14]3. (4) Given the product [NH2:41][C:38]1[N:39]=[CH:40][C:35]([C:2]2[N:3]=[C:4]3[C:9](=[CH:10][CH:11]=2)[N:8]=[CH:7][C:6]2[CH:12]=[CH:13][C:14](=[O:26])[N:15]([C:16]4[CH:21]=[CH:20][CH:19]=[C:18]([C:22]([F:25])([F:24])[F:23])[CH:17]=4)[C:5]3=2)=[CH:36][N:37]=1, predict the reactants needed to synthesize it. The reactants are: Cl[C:2]1[N:3]=[C:4]2[C:9](=[CH:10][CH:11]=1)[N:8]=[CH:7][C:6]1[CH:12]=[CH:13][C:14](=[O:26])[N:15]([C:16]3[CH:21]=[CH:20][CH:19]=[C:18]([C:22]([F:25])([F:24])[F:23])[CH:17]=3)[C:5]2=1.CC1(C)C(C)(C)OB([C:35]2[CH:36]=[N:37][C:38]([NH2:41])=[N:39][CH:40]=2)O1.CC1(C)C(C)(C)OB(C2C=CC(N)=NC=2)O1. (5) Given the product [ClH:18].[N:1]12[CH2:8][CH2:7][CH:4]([CH2:5][CH2:6]1)[CH:3]([NH:9][C@@H:10]([C:19]([N:21]1[CH2:22][CH2:23][CH:24]([N:27]([CH:35]3[CH2:36][CH2:37][CH2:38][CH2:39][CH2:40]3)[C:28]([N:30]([CH2:33][CH3:34])[CH2:31][CH3:32])=[O:29])[CH2:25][CH2:26]1)=[O:20])[CH2:11][C:12]1[CH:17]=[CH:16][C:15]([Cl:18])=[CH:14][CH:13]=1)[CH2:2]2, predict the reactants needed to synthesize it. The reactants are: [N:1]12[CH2:8][CH2:7][CH:4]([CH2:5][CH2:6]1)[CH:3]([NH:9][C@@H:10]([C:19]([N:21]1[CH2:26][CH2:25][CH:24]([N:27]([CH:35]3[CH2:40][CH2:39][CH2:38][CH2:37][CH2:36]3)[C:28]([N:30]([CH2:33][CH3:34])[CH2:31][CH3:32])=[O:29])[CH2:23][CH2:22]1)=[O:20])[CH2:11][C:12]1[CH:17]=[CH:16][C:15]([Cl:18])=[CH:14][CH:13]=1)[CH2:2]2.Cl. (6) Given the product [F:1][C:2]1[CH:3]=[CH:4][C:5]([N:8]2[C:16]3[C:11](=[CH:12][C:13]([O:17][C@H:18]([C:22]4[CH:27]=[CH:26][CH:25]=[C:24]([O:28][CH3:29])[CH:23]=4)[C@@H:19]([NH:21][C:36]([C:34]4[N:33]=[CH:32][N:31]([CH3:30])[CH:35]=4)=[O:37])[CH3:20])=[CH:14][CH:15]=3)[CH:10]=[N:9]2)=[CH:6][CH:7]=1, predict the reactants needed to synthesize it. The reactants are: [F:1][C:2]1[CH:7]=[CH:6][C:5]([N:8]2[C:16]3[C:11](=[CH:12][C:13]([O:17][C@H:18]([C:22]4[CH:27]=[CH:26][CH:25]=[C:24]([O:28][CH3:29])[CH:23]=4)[C@@H:19]([NH2:21])[CH3:20])=[CH:14][CH:15]=3)[CH:10]=[N:9]2)=[CH:4][CH:3]=1.[CH3:30][N:31]1[CH:35]=[C:34]([C:36](O)=[O:37])[N:33]=[CH:32]1.